Predict the reactants needed to synthesize the given product. From a dataset of Full USPTO retrosynthesis dataset with 1.9M reactions from patents (1976-2016). Given the product [CH2:11]([O:13][C:14]([C@@:16]1([NH:21][C:22]([O:24][C:25]([CH3:26])([CH3:28])[CH3:27])=[O:23])[CH2:18][C@H:17]1[CH:19]=[CH2:20])=[O:15])[CH3:12], predict the reactants needed to synthesize it. The reactants are: P([O-])([O-])([O-])=O.[Na+].[Na+].[Na+].[OH-].[Na+].[CH2:11]([O:13][C:14]([C@:16]1([NH:21][C:22]([O:24][C:25]([CH3:28])([CH3:27])[CH3:26])=[O:23])[CH2:18][C@@H:17]1[CH:19]=[CH2:20])=[O:15])[CH3:12].